From a dataset of Forward reaction prediction with 1.9M reactions from USPTO patents (1976-2016). Predict the product of the given reaction. (1) Given the reactants [Br:1][C:2]1[CH:10]=[CH:9][C:5]([C:6]([OH:8])=O)=[CH:4][C:3]=1[O:11][CH2:12][CH3:13].CN(C=O)C.S(Cl)(Cl)=O.[F:23][C:24]([F:33])([F:32])[C:25]1[CH:30]=[CH:29][N:28]=[C:27]([NH2:31])[CH:26]=1, predict the reaction product. The product is: [Br:1][C:2]1[CH:10]=[CH:9][C:5]([C:6]([NH:31][C:27]2[CH:26]=[C:25]([C:24]([F:32])([F:23])[F:33])[CH:30]=[CH:29][N:28]=2)=[O:8])=[CH:4][C:3]=1[O:11][CH2:12][CH3:13]. (2) Given the reactants Cl[C:2]1[N:7]=[C:6]([Cl:8])[N:5]=[CH:4][N:3]=1.[CH3:9][CH:10]([S:12]([C:15]1[CH:21]=[CH:20][CH:19]=[CH:18][C:16]=1[NH2:17])(=[O:14])=[O:13])[CH3:11].C(N(CC)C(C)C)(C)C.C(=O)([O-])O.[Na+], predict the reaction product. The product is: [Cl:8][C:6]1[N:5]=[CH:4][N:3]=[C:2]([NH:17][C:16]2[CH:18]=[CH:19][CH:20]=[CH:21][C:15]=2[S:12]([CH:10]([CH3:11])[CH3:9])(=[O:14])=[O:13])[N:7]=1.